From a dataset of Forward reaction prediction with 1.9M reactions from USPTO patents (1976-2016). Predict the product of the given reaction. (1) The product is: [CH:8]1([CH2:7][C:4]2[S:5][CH:6]=[C:2]([C:24]3[CH:25]=[C:26]4[C:21](=[C:22]([C:36]([NH2:38])=[O:37])[CH:23]=3)[NH:20][CH:19]=[C:18]4[CH:15]3[CH2:14][CH2:13][S:12](=[O:11])(=[O:39])[CH2:17][CH2:16]3)[CH:3]=2)[CH2:10][CH2:9]1. Given the reactants Br[C:2]1[CH:3]=[C:4]([CH2:7][CH:8]2[CH2:10][CH2:9]2)[S:5][CH:6]=1.[O:11]=[S:12]1(=[O:39])[CH2:17][CH2:16][CH:15]([C:18]2[C:26]3[C:21](=[C:22]([C:36]([NH2:38])=[O:37])[CH:23]=[C:24](B4OC(C)(C)C(C)(C)O4)[CH:25]=3)[NH:20][CH:19]=2)[CH2:14][CH2:13]1.C([O-])([O-])=O.[K+].[K+].C(Cl)Cl, predict the reaction product. (2) Given the reactants [Br:1][C:2]1[CH:3]=[CH:4][C:5]([O:9][CH2:10][CH:11]2[CH2:14][CH:13]([OH:15])[CH2:12]2)=[N:6][C:7]=1[CH3:8].CC(OI1(OC(C)=O)(OC(C)=O)OC(=O)C2C=CC=CC1=2)=O.C([O-])(O)=O.[Na+].[O-]S([O-])(=S)=O.[Na+].[Na+], predict the reaction product. The product is: [Br:1][C:2]1[CH:3]=[CH:4][C:5]([O:9][CH2:10][CH:11]2[CH2:14][C:13](=[O:15])[CH2:12]2)=[N:6][C:7]=1[CH3:8]. (3) Given the reactants [Cl-].[Li+].[CH2:17]([Sn:8]([CH2:9][CH2:10][CH2:11][CH3:12])([CH2:13][CH2:14][CH2:15][CH3:16])[Sn:8]([CH2:17][CH2:18][CH2:19][CH3:20])([CH2:13][CH2:14][CH2:15][CH3:16])[CH2:9][CH2:10][CH2:11][CH3:12])[CH2:18][CH2:19][CH3:20].Cl[C:30]1[CH:35]=[C:34]([N:36]2[CH2:41][CH2:40][O:39][CH2:38][CH2:37]2)[CH:33]=[C:32]([O:42][CH2:43][C:44]2[CH:49]=[CH:48][C:47]([O:50][CH3:51])=[CH:46][CH:45]=2)[N:31]=1, predict the reaction product. The product is: [CH3:51][O:50][C:47]1[CH:46]=[CH:45][C:44]([CH2:43][O:42][C:32]2[CH:33]=[C:34]([N:36]3[CH2:37][CH2:38][O:39][CH2:40][CH2:41]3)[CH:35]=[C:30]([Sn:8]([CH2:9][CH2:10][CH2:11][CH3:12])([CH2:13][CH2:14][CH2:15][CH3:16])[CH2:17][CH2:18][CH2:19][CH3:20])[N:31]=2)=[CH:49][CH:48]=1. (4) Given the reactants Cl.[NH:2]1[CH2:7][CH2:6][CH2:5][C@H:4]([C:8]2[N:12]=[C:11]([C:13]3[CH:18]=[CH:17][CH:16]=[CH:15][N:14]=3)[O:10][N:9]=2)[CH2:3]1.[F:19][C:20]1[CH:21]=[C:22]([CH:26]=[CH:27][C:28]=1[F:29])[C:23](Cl)=[O:24], predict the reaction product. The product is: [F:19][C:20]1[CH:21]=[C:22]([C:23]([N:2]2[CH2:7][CH2:6][CH2:5][C@H:4]([C:8]3[N:12]=[C:11]([C:13]4[CH:18]=[CH:17][CH:16]=[CH:15][N:14]=4)[O:10][N:9]=3)[CH2:3]2)=[O:24])[CH:26]=[CH:27][C:28]=1[F:29]. (5) Given the reactants [Cl:1][C:2]([Cl:37])([Cl:36])[CH2:3][O:4][C:5](=[O:35])[NH:6][C:7]1[CH:12]=[CH:11][C:10]([S:13][C:14]2[CH:19]=[CH:18][C:17]([C:20](=[O:31])[NH:21][C:22]3[C:27]([CH3:28])=[CH:26][C:25]([Br:29])=[CH:24][C:23]=3[CH3:30])=[CH:16][C:15]=2[N+:32]([O-])=O)=[CH:9][CH:8]=1.[NH4+].[Cl-], predict the reaction product. The product is: [Cl:36][C:2]([Cl:1])([Cl:37])[CH2:3][O:4][C:5](=[O:35])[NH:6][C:7]1[CH:12]=[CH:11][C:10]([S:13][C:14]2[CH:19]=[CH:18][C:17]([C:20](=[O:31])[NH:21][C:22]3[C:27]([CH3:28])=[CH:26][C:25]([Br:29])=[CH:24][C:23]=3[CH3:30])=[CH:16][C:15]=2[NH2:32])=[CH:9][CH:8]=1. (6) Given the reactants Cl[C:2]1[CH:7]=[CH:6][N:5]=[CH:4][C:3]=1[N+:8]([O-:10])=[O:9].C(N(CC)CC)C.[C:18]([O:22][C:23]([N:25]1[CH2:30][CH2:29][CH:28]([NH2:31])[CH2:27][CH2:26]1)=[O:24])([CH3:21])([CH3:20])[CH3:19], predict the reaction product. The product is: [C:18]([O:22][C:23]([N:25]1[CH2:30][CH2:29][CH:28]([NH:31][C:2]2[CH:7]=[CH:6][N:5]=[CH:4][C:3]=2[N+:8]([O-:10])=[O:9])[CH2:27][CH2:26]1)=[O:24])([CH3:21])([CH3:19])[CH3:20].